This data is from Forward reaction prediction with 1.9M reactions from USPTO patents (1976-2016). The task is: Predict the product of the given reaction. (1) The product is: [CH3:30][O:31][C:32]([C:34]1[S:35][C:36]([N:40]2[CH:44]=[CH:43][N:42]=[CH:41]2)=[CH:37][C:38]=1[O:29][CH:27]([C:22]1[CH:23]=[CH:24][CH:25]=[CH:26][C:21]=1[Cl:20])[CH3:28])=[O:33]. Given the reactants C1(P(C2C=CC=CC=2)C2C=CC=CC=2)C=CC=CC=1.[Cl:20][C:21]1[CH:26]=[CH:25][CH:24]=[CH:23][C:22]=1[CH:27]([OH:29])[CH3:28].[CH3:30][O:31][C:32]([C:34]1[S:35][C:36]([N:40]2[CH:44]=[CH:43][N:42]=[CH:41]2)=[CH:37][C:38]=1O)=[O:33].N(C(OCC)=O)=NC(OCC)=O, predict the reaction product. (2) Given the reactants [Cl:1][C:2]1[CH:3]=[C:4]([NH:9][C:10]2[C:19]3[C:14](=[CH:15][CH:16]=[C:17]([N+:20]([O-])=O)[CH:18]=3)[N:13]=[C:12]([CH3:23])[C:11]=2[C:24]#[N:25])[CH:5]=[CH:6][C:7]=1[F:8].O.O.[Sn](Cl)(Cl)(Cl)Cl, predict the reaction product. The product is: [NH2:20][C:17]1[CH:18]=[C:19]2[C:14](=[CH:15][CH:16]=1)[N:13]=[C:12]([CH3:23])[C:11]([C:24]#[N:25])=[C:10]2[NH:9][C:4]1[CH:5]=[CH:6][C:7]([F:8])=[C:2]([Cl:1])[CH:3]=1.